Dataset: Forward reaction prediction with 1.9M reactions from USPTO patents (1976-2016). Task: Predict the product of the given reaction. (1) Given the reactants [F:1][C:2]1[CH:3]=[C:4]2[C:11]([C:12]3[N:13]=[N:14][C:15]4[C:20]5([CH2:22][CH2:21]5)[C:19](=[O:23])[NH:18][C:16]=4[N:17]=3)=[N:10][NH:9][C:5]2=[N:6][C:7]=1[CH3:8].C(=O)([O-])[O-].[Cs+].[Cs+].Br[CH2:31][C:32]1[CH:37]=[CH:36][C:35]([CH3:38])=[CH:34][C:33]=1[F:39], predict the reaction product. The product is: [F:1][C:2]1[CH:3]=[C:4]2[C:11]([C:12]3[N:13]=[N:14][C:15]4[C:20]5([CH2:22][CH2:21]5)[C:19](=[O:23])[NH:18][C:16]=4[N:17]=3)=[N:10][N:9]([CH2:31][C:32]3[CH:37]=[CH:36][C:35]([CH3:38])=[CH:34][C:33]=3[F:39])[C:5]2=[N:6][C:7]=1[CH3:8]. (2) Given the reactants [F:1][C:2]1[CH:7]=[C:6]([S:8]([CH3:11])(=[O:10])=[O:9])[CH:5]=[CH:4][C:3]=1[N:12]1[CH2:17][CH2:16][NH:15][CH2:14][CH2:13]1.[CH3:18][S:19]([C:22]1[CH:23]=[CH:24][C:25]([C:31]2[S:32][CH:33]=[CH:34][N:35]=2)=[C:26]([CH:30]=1)[C:27](O)=[O:28])(=[O:21])=[O:20], predict the reaction product. The product is: [F:1][C:2]1[CH:7]=[C:6]([S:8]([CH3:11])(=[O:10])=[O:9])[CH:5]=[CH:4][C:3]=1[N:12]1[CH2:17][CH2:16][N:15]([C:27]([C:26]2[CH:30]=[C:22]([S:19]([CH3:18])(=[O:21])=[O:20])[CH:23]=[CH:24][C:25]=2[C:31]2[S:32][CH:33]=[CH:34][N:35]=2)=[O:28])[CH2:14][CH2:13]1. (3) The product is: [O:1]1[C:5]2[CH:6]=[CH:7][CH:8]=[CH:9][C:4]=2[N:3]=[C:2]1[NH:10][C@@H:11]([CH2:15][CH:16]1[CH2:21][CH2:20][CH2:19][CH2:18][CH2:17]1)[C:12]([NH:34][CH2:33][CH2:32][N:28]1[C:29]2[C:25](=[CH:24][C:23]([F:22])=[CH:31][CH:30]=2)[CH2:26][CH2:27]1)=[O:14]. Given the reactants [O:1]1[C:5]2[CH:6]=[CH:7][CH:8]=[CH:9][C:4]=2[N:3]=[C:2]1[NH:10][C@@H:11]([CH2:15][CH:16]1[CH2:21][CH2:20][CH2:19][CH2:18][CH2:17]1)[C:12]([OH:14])=O.[F:22][C:23]1[CH:24]=[C:25]2[C:29](=[CH:30][CH:31]=1)[N:28]([CH2:32][CH2:33][NH2:34])[CH2:27][CH2:26]2, predict the reaction product. (4) The product is: [CH3:1][O:2][C:3](/[C:5](/[NH:6][C:7](=[O:8])[O:9][CH2:10][C:11]1[CH:12]=[CH:13][CH:14]=[CH:15][CH:16]=1)=[CH:35]/[C:34]1[CH:37]=[C:38]([N+:43]([O-:45])=[O:44])[C:39]([N+:40]([O-:42])=[O:41])=[C:32]([CH3:31])[CH:33]=1)=[O:4]. Given the reactants [CH3:1][O:2][C:3]([CH:5](P(OC)(OC)=O)[NH:6][C:7]([O:9][CH2:10][C:11]1[CH:16]=[CH:15][CH:14]=[CH:13][CH:12]=1)=[O:8])=[O:4].CN(C)C(N(C)C)=N.[CH3:31][C:32]1[CH:33]=[C:34]([CH:37]=[C:38]([N+:43]([O-:45])=[O:44])[C:39]=1[N+:40]([O-:42])=[O:41])[CH:35]=O, predict the reaction product.